This data is from Experimentally validated miRNA-target interactions with 360,000+ pairs, plus equal number of negative samples. The task is: Binary Classification. Given a miRNA mature sequence and a target amino acid sequence, predict their likelihood of interaction. The miRNA is hsa-miR-1278 with sequence UAGUACUGUGCAUAUCAUCUAU. The protein sequence of the target gene is MEEVVAEELDDEEQLVRRHRKEKKELQAKIQGMKNAVPKNDKKRRKQLTEDVAKLEREMEQKHREELEQLKQLTFKDSKIDSVAVNISNLVLENQPPRISKAQKRREKKAALEKEREERIAEAEIENLSGARHLESEKLAQILAARELEIKQIPSDGHCMYGALEDQLREQDCALTVASLRRQTAEYMQTHSDDFLPFLTNPSTGDMYTPEEFGKYCDDIVNTAAWGGQLELRALSHILQTPIEILQADAPPIIVGEEYPRNPLVLVYMRHAYGLGEHYNSVTRLVNSATENCS. Result: 0 (no interaction).